Dataset: Peptide-MHC class I binding affinity with 185,985 pairs from IEDB/IMGT. Task: Regression. Given a peptide amino acid sequence and an MHC pseudo amino acid sequence, predict their binding affinity value. This is MHC class I binding data. (1) The peptide sequence is FFSYLMKDK. The MHC is H-2-Db with pseudo-sequence H-2-Db. The binding affinity (normalized) is 0. (2) The peptide sequence is HAAVRRNAF. The MHC is HLA-A02:03 with pseudo-sequence HLA-A02:03. The binding affinity (normalized) is 0.0847. (3) The peptide sequence is VSVDAMIHK. The MHC is HLA-A11:01 with pseudo-sequence HLA-A11:01. The binding affinity (normalized) is 0.917. (4) The peptide sequence is DVNGIRKPK. The MHC is HLA-A31:01 with pseudo-sequence HLA-A31:01. The binding affinity (normalized) is 0.0847. (5) The peptide sequence is IQQLPETYF. The MHC is HLA-A02:01 with pseudo-sequence HLA-A02:01. The binding affinity (normalized) is 0.101. (6) The peptide sequence is AEYTNSVTNI. The MHC is HLA-B44:02 with pseudo-sequence HLA-B44:02. The binding affinity (normalized) is 0.479. (7) The peptide sequence is HPKKVKQAF. The MHC is HLA-B08:01 with pseudo-sequence HLA-B08:01. The binding affinity (normalized) is 0.521. (8) The peptide sequence is QSDTVFDYY. The MHC is HLA-A29:02 with pseudo-sequence HLA-A29:02. The binding affinity (normalized) is 0.136. (9) The peptide sequence is RDALGRTAL. The MHC is HLA-A02:01 with pseudo-sequence HLA-A02:01. The binding affinity (normalized) is 0.0847.